This data is from Forward reaction prediction with 1.9M reactions from USPTO patents (1976-2016). The task is: Predict the product of the given reaction. Given the reactants Cl.[NH2:2][C:3]1[CH:4]=[C:5]2[C:9](=[CH:10][CH:11]=1)[NH:8][CH:7]=[CH:6]2.C(N(CC)CC)C.Cl[C:20]([O:22][CH3:23])=[O:21].OS(O)(=O)=O, predict the reaction product. The product is: [CH3:23][O:22][C:20]([NH:2][C:3]1[CH:4]=[C:5]2[C:9](=[CH:10][CH:11]=1)[NH:8][CH:7]=[CH:6]2)=[O:21].